This data is from Full USPTO retrosynthesis dataset with 1.9M reactions from patents (1976-2016). The task is: Predict the reactants needed to synthesize the given product. (1) The reactants are: [CH2:1]([CH:3]([CH2:21][CH2:22][CH2:23][CH3:24])[CH2:4][O:5][C:6]1[CH:11]=[CH:10][C:9]([O:12][CH2:13][CH:14]([CH2:19][CH3:20])[CH2:15][CH2:16][CH2:17][CH3:18])=[CH:8][CH:7]=1)[CH3:2].[N+:25]([O-])([OH:27])=[O:26].O. Given the product [CH2:19]([CH:14]([CH2:15][CH2:16][CH2:17][CH3:18])[CH2:13][O:12][C:9]1[CH:8]=[CH:7][C:6]([O:5][CH2:4][CH:3]([CH2:1][CH3:2])[CH2:21][CH2:22][CH2:23][CH3:24])=[CH:11][C:10]=1[N+:25]([O-:27])=[O:26])[CH3:20], predict the reactants needed to synthesize it. (2) Given the product [Cl:1][C:2]1[CH:23]=[C:22]([O:24][CH2:25][CH2:26][CH3:27])[CH:21]=[CH:20][C:3]=1[CH2:4][N:5]1[C:9]2=[N:10][C:11]([C:15]([OH:17])=[O:16])=[CH:12][C:13]([CH3:14])=[C:8]2[N:7]=[C:6]1[CH3:19], predict the reactants needed to synthesize it. The reactants are: [Cl:1][C:2]1[CH:23]=[C:22]([O:24][CH2:25][CH2:26][CH3:27])[CH:21]=[CH:20][C:3]=1[CH2:4][N:5]1[C:9]2=[N:10][C:11]([C:15]([O:17]C)=[O:16])=[CH:12][C:13]([CH3:14])=[C:8]2[N:7]=[C:6]1[CH3:19].[OH-].[Na+].Cl.O.